From a dataset of Catalyst prediction with 721,799 reactions and 888 catalyst types from USPTO. Predict which catalyst facilitates the given reaction. Reactant: C(NCC)C.[CH3:6][O:7][C:8]([N:10]1[CH2:15][CH:14]([C:16]2[CH:21]=[C:20]([F:22])[C:19]([F:23])=[C:18]([F:24])[CH:17]=2)[N:13](C(OCC2C3C=CC=CC=3C3C2=CC=CC=3)=O)[CH:12]([CH:42]=[CH:43][C:44]([O:46][CH2:47][CH3:48])=[O:45])[CH2:11]1)=[O:9]. Product: [CH2:47]([O:46][C:44]([CH:43]=[CH:42][CH:12]1[NH:13][CH:14]([C:16]2[CH:21]=[C:20]([F:22])[C:19]([F:23])=[C:18]([F:24])[CH:17]=2)[CH2:15][N:10]([C:8]([O:7][CH3:6])=[O:9])[CH2:11]1)=[O:45])[CH3:48]. The catalyst class is: 10.